This data is from Full USPTO retrosynthesis dataset with 1.9M reactions from patents (1976-2016). The task is: Predict the reactants needed to synthesize the given product. (1) Given the product [Cl:18][CH:3]([C:2](=[O:1])[CH2:8][C:9]1[CH:14]=[CH:13][CH:12]=[CH:11][CH:10]=1)[C:4]([O:6][CH3:7])=[O:5], predict the reactants needed to synthesize it. The reactants are: [O:1]=[C:2]([CH2:8][C:9]1[CH:14]=[CH:13][CH:12]=[CH:11][CH:10]=1)[CH2:3][C:4]([O:6][CH3:7])=[O:5].S(Cl)([Cl:18])(=O)=O. (2) Given the product [Br:8][C:6]1[CH:7]=[C:2]([NH:1][C:26](=[O:28])[CH3:27])[CH:3]=[C:4]([C:9]([C:11]2[CH:12]=[N:13][CH:14]=[CH:15][CH:16]=2)=[O:10])[CH:5]=1, predict the reactants needed to synthesize it. The reactants are: [NH2:1][C:2]1[CH:3]=[C:4]([C:9]([C:11]2[CH:12]=[N:13][CH:14]=[CH:15][CH:16]=2)=[O:10])[CH:5]=[C:6]([Br:8])[CH:7]=1.C(N(C(C)C)CC)(C)C.[C:26](Cl)(=[O:28])[CH3:27].O. (3) Given the product [F:10][C:11]1[CH:12]=[C:13]([C@:27]2([S:39]([C:42]3[CH:47]=[CH:46][C:45]([F:48])=[CH:44][CH:43]=3)(=[O:41])=[O:40])[CH2:31][CH2:30][N:29]([C:32]([O:34][C:35]([CH3:36])([CH3:38])[CH3:37])=[O:33])[CH2:28]2)[CH:14]=[CH:15][C:16]=1[C:17]([F:7])([C:22]([F:24])([F:25])[F:23])[C:18]([F:19])([F:21])[F:20], predict the reactants needed to synthesize it. The reactants are: CCN(S(F)(F)[F:7])CC.[F:10][C:11]1[CH:12]=[C:13]([C@:27]2([S:39]([C:42]3[CH:47]=[CH:46][C:45]([F:48])=[CH:44][CH:43]=3)(=[O:41])=[O:40])[CH2:31][CH2:30][N:29]([C:32]([O:34][C:35]([CH3:38])([CH3:37])[CH3:36])=[O:33])[CH2:28]2)[CH:14]=[CH:15][C:16]=1[C:17](O)([C:22]([F:25])([F:24])[F:23])[C:18]([F:21])([F:20])[F:19]. (4) Given the product [OH:24][C@@H:19]1[CH2:20][CH2:21][CH2:22][CH2:23][C@H:18]1[NH:17][C:15]1[S:16][C:12]2[CH:11]=[C:10]([CH2:9][N:6]3[C:5]4[CH:27]=[CH:28][C:2]([C:34](=[O:36])[CH3:35])=[CH:3][C:4]=4[N:8]=[CH:7]3)[CH:26]=[CH:25][C:13]=2[N:14]=1, predict the reactants needed to synthesize it. The reactants are: Br[C:2]1[CH:28]=[CH:27][C:5]2[N:6]([CH2:9][C:10]3[CH:26]=[CH:25][C:13]4[N:14]=[C:15]([NH:17][C@@H:18]5[CH2:23][CH2:22][CH2:21][CH2:20][C@H:19]5[OH:24])[S:16][C:12]=4[CH:11]=3)[CH:7]=[N:8][C:4]=2[CH:3]=1.C([Sn](CCCC)(CCCC)[C:34]([O:36]CC)=[CH2:35])CCC. (5) Given the product [F:24][C:3]1([F:2])[CH2:8][CH2:7][C@H:6]([NH:9][S:37]([CH3:36])(=[O:39])=[O:38])[C@@H:5]([CH2:10][O:11][C:12]2[CH:17]=[CH:16][C:15]([N:18]3[CH:22]=[C:21]([CH3:23])[CH:20]=[N:19]3)=[CH:14][CH:13]=2)[CH2:4]1, predict the reactants needed to synthesize it. The reactants are: Cl.[F:2][C:3]1([F:24])[CH2:8][CH2:7][C@H:6]([NH2:9])[C@@H:5]([CH2:10][O:11][C:12]2[CH:17]=[CH:16][C:15]([N:18]3[CH:22]=[C:21]([CH3:23])[CH:20]=[N:19]3)=[CH:14][CH:13]=2)[CH2:4]1.C1CCN2C(=NCCC2)CC1.[CH3:36][S:37](Cl)(=[O:39])=[O:38]. (6) Given the product [CH2:20]([CH:22]([C:25]1[C:26]2[N:27]([C:32]([C:6]3[S:5][CH:4]=[C:3]([N:2]([CH3:9])[CH3:1])[C:7]=3[CH3:8])=[C:33]([CH3:35])[N:34]=2)[N:28]=[C:29]([CH3:31])[CH:30]=1)[CH2:23][CH3:24])[CH3:21], predict the reactants needed to synthesize it. The reactants are: [CH3:1][N:2]([CH3:9])[C:3]1[C:7]([CH3:8])=[CH:6][S:5][CH:4]=1.C1COCC1.[Li]CCCC.[CH2:20]([CH:22]([C:25]1[C:26]2[N:27]([C:32](I)=[C:33]([CH3:35])[N:34]=2)[N:28]=[C:29]([CH3:31])[CH:30]=1)[CH2:23][CH3:24])[CH3:21]. (7) The reactants are: [Cl:1][C:2]1[CH:7]=[CH:6][C:5]([C:8]2[C:17]3[C:12](=[CH:13][C:14](OS(C(F)(F)F)(=O)=O)=[CH:15][CH:16]=3)[CH:11]=[C:10]([CH3:26])[C:9]=2[C@H:27]([OH:33])[C:28]([O:30]CC)=[O:29])=[CH:4][CH:3]=1.[BH4-].[Na+].BrC1C=[C:45]2[C:40]([CH:41]=C(C)C(C(=O)C(OCC)=O)=C2C2C=CC(Cl)=CC=2)=[CH:39]C=1.[CH3:62][C:63]([NH2:67])([C:65]#[CH:66])[CH3:64]. Given the product [NH2:67][C:63]([CH3:64])([CH3:62])[C:65]#[C:66][C:15]1[CH:16]=[C:17]2[C:12]([CH:11]=[C:10]([CH3:26])[C:9]([C@H:27]([O:33][C:40]([CH3:45])([CH3:41])[CH3:39])[C:28]([OH:30])=[O:29])=[C:8]2[C:5]2[CH:4]=[CH:3][C:2]([Cl:1])=[CH:7][CH:6]=2)=[CH:13][CH:14]=1, predict the reactants needed to synthesize it.